From a dataset of Full USPTO retrosynthesis dataset with 1.9M reactions from patents (1976-2016). Predict the reactants needed to synthesize the given product. Given the product [O:7]1[C:6]2[CH:10]=[CH:11][C:3]([C:22]3([OH:25])[CH2:23][CH2:24][N:19]([CH2:12][C:13]4[CH:18]=[CH:17][CH:16]=[CH:15][CH:14]=4)[CH2:20][CH2:21]3)=[CH:4][C:5]=2[O:9][CH2:8]1, predict the reactants needed to synthesize it. The reactants are: [Mg].Br[C:3]1[CH:11]=[CH:10][C:6]2[O:7][CH2:8][O:9][C:5]=2[CH:4]=1.[CH2:12]([N:19]1[CH2:24][CH2:23][C:22](=[O:25])[CH2:21][CH2:20]1)[C:13]1[CH:18]=[CH:17][CH:16]=[CH:15][CH:14]=1.[Cl-].[NH4+].